Dataset: Full USPTO retrosynthesis dataset with 1.9M reactions from patents (1976-2016). Task: Predict the reactants needed to synthesize the given product. (1) The reactants are: Br[C:2]1[N:7]=[CH:6][C:5]([C:8]([N:10]2[CH2:15][CH2:14][N:13]([C:16]3[C:21]([CH3:22])=[CH:20][C:19]([CH3:23])=[CH:18][N:17]=3)[CH2:12][CH2:11]2)=[O:9])=[CH:4][CH:3]=1.[CH3:24][O:25][C:26]1[CH:39]=[CH:38][C:29]([CH2:30][N:31]2[CH2:35][CH:34]([CH3:36])[NH:33][C:32]2=[O:37])=[CH:28][CH:27]=1. Given the product [CH3:22][C:21]1[C:16]([N:13]2[CH2:14][CH2:15][N:10]([C:8]([C:5]3[CH:4]=[CH:3][C:2]([N:33]4[CH:34]([CH3:36])[CH2:35][N:31]([CH2:30][C:29]5[CH:38]=[CH:39][C:26]([O:25][CH3:24])=[CH:27][CH:28]=5)[C:32]4=[O:37])=[N:7][CH:6]=3)=[O:9])[CH2:11][CH2:12]2)=[N:17][CH:18]=[C:19]([CH3:23])[CH:20]=1, predict the reactants needed to synthesize it. (2) Given the product [C:3]([C@@H:2]([O:1][C:21](=[O:22])[CH2:20][C@H:19]([O:18][Si:17]([C:13]([CH3:14])([CH3:16])[CH3:15])([CH3:45])[CH3:44])[C:24]([CH3:43])([CH3:42])[C:25](=[O:41])[C@H:26]([CH3:40])[C@@H:27]([O:32][Si:33]([C:36]([CH3:37])([CH3:38])[CH3:39])([CH3:35])[CH3:34])[C@@H:28]([CH3:31])[CH:29]=[CH2:30])[CH2:6]/[CH:7]=[C:8](/[CH3:12])\[CH2:9][CH:10]=[CH2:11])(=[O:5])[CH3:4], predict the reactants needed to synthesize it. The reactants are: [OH:1][C@@H:2]([CH2:6]/[CH:7]=[C:8](/[CH3:12])\[CH2:9][CH:10]=[CH2:11])[C:3](=[O:5])[CH3:4].[C:13]([Si:17]([CH3:45])([CH3:44])[O:18][C@H:19]([C:24]([CH3:43])([CH3:42])[C:25](=[O:41])[C@H:26]([CH3:40])[C@@H:27]([O:32][Si:33]([C:36]([CH3:39])([CH3:38])[CH3:37])([CH3:35])[CH3:34])[C@@H:28]([CH3:31])[CH:29]=[CH2:30])[CH2:20][C:21](O)=[O:22])([CH3:16])([CH3:15])[CH3:14]. (3) Given the product [CH:26]([N:29]1[CH:33]=[N:32][N:31]=[C:30]1[C:34]1[CH:40]=[CH:39][CH:38]=[CH:37][C:35]=1[NH:36][C:2]([NH:1][C:4]1[CH:9]=[CH:8][C:7]([C:10]2[N:14]=[CH:13][N:12]([C:15]3[CH:20]=[CH:19][C:18]([O:21][C:22]([F:25])([F:24])[F:23])=[CH:17][CH:16]=3)[N:11]=2)=[CH:6][CH:5]=1)=[S:3])([CH3:28])[CH3:27], predict the reactants needed to synthesize it. The reactants are: [N:1]([C:4]1[CH:9]=[CH:8][C:7]([C:10]2[N:14]=[CH:13][N:12]([C:15]3[CH:20]=[CH:19][C:18]([O:21][C:22]([F:25])([F:24])[F:23])=[CH:17][CH:16]=3)[N:11]=2)=[CH:6][CH:5]=1)=[C:2]=[S:3].[CH:26]([N:29]1[CH:33]=[N:32][N:31]=[C:30]1[C:34]1[CH:40]=[CH:39][CH:38]=[CH:37][C:35]=1[NH2:36])([CH3:28])[CH3:27].C(=O)([O-])[O-].[Cs+].[Cs+]. (4) Given the product [CH2:12]([NH:8][C:52](=[O:53])[C:51]1[CH:55]=[CH:56][C:57]([CH3:58])=[C:49]([N:43]2[C:42](=[O:59])[C:41]3[C:46](=[CH:47][CH:48]=[C:39](/[CH:38]=[CH:37]/[C:34]([NH:28][CH2:25][CH3:26])=[O:35])[CH:40]=3)[N:45]=[CH:44]2)[CH:50]=1)[CH3:11], predict the reactants needed to synthesize it. The reactants are: F[P-](F)(F)(F)(F)F.[N:8]1(OC(N(C)C)=[N+](C)C)[C:12]2N=CC=C[C:11]=2N=N1.[CH:25]([N:28](C(C)C)CC)(C)[CH3:26].[C:34](/[CH:37]=[CH:38]/[C:39]1[CH:40]=[C:41]2[C:46](=[CH:47][CH:48]=1)[N:45]=[CH:44][N:43]([C:49]1[CH:50]=[C:51]([CH:55]=[CH:56][C:57]=1[CH3:58])[C:52](O)=[O:53])[C:42]2=[O:59])(O)=[O:35].C(N)C. (5) Given the product [CH3:19][O:20][CH2:21][CH2:22][O:23][CH2:24][O:1][C:2]12[CH2:11][CH:6]3[CH2:7][CH:8]([CH2:10][C:4]([C:12]([O:14][CH2:15][CH2:16][CH2:17][CH3:18])=[O:13])([CH2:5]3)[CH2:3]1)[CH2:9]2, predict the reactants needed to synthesize it. The reactants are: [OH:1][C:2]12[CH2:11][CH:6]3[CH2:7][CH:8]([CH2:10][C:4]([C:12]([O:14][CH2:15][CH2:16][CH2:17][CH3:18])=[O:13])([CH2:5]3)[CH2:3]1)[CH2:9]2.[CH3:19][O:20][CH2:21][CH2:22][O:23][CH2:24]Cl.C(N(CC)CC)C. (6) The reactants are: OS(O)(=O)=O.[N+:6]([O-:9])(O)=[O:7].[CH2:10]([C:12]1[CH:17]=[CH:16][CH:15]=[CH:14][N+:13]=1[O-:18])[CH3:11]. Given the product [CH2:10]([C:12]1[CH:17]=[C:16]([N+:6]([O-:9])=[O:7])[CH:15]=[CH:14][N+:13]=1[O-:18])[CH3:11], predict the reactants needed to synthesize it.